This data is from Reaction yield outcomes from USPTO patents with 853,638 reactions. The task is: Predict the reaction yield, written as a fraction of the theoretical maximum amount of product (1.0 means a 100% yield; for example, 0.34 means a 34% yield). The reactants are [Cl:1][C:2]1[CH:7]=[CH:6][C:5]([SH:8])=[CH:4][CH:3]=1.C1C(=O)N(Cl)C(=O)C1.[C:17]1([Zn]Br)[CH:22]=[CH:21][CH:20]=[CH:19][CH:18]=1. No catalyst specified. The product is [Cl:1][C:2]1[CH:7]=[CH:6][C:5]([S:8][C:17]2[CH:22]=[CH:21][CH:20]=[CH:19][CH:18]=2)=[CH:4][CH:3]=1. The yield is 0.850.